This data is from Reaction yield outcomes from USPTO patents with 853,638 reactions. The task is: Predict the reaction yield, written as a fraction of the theoretical maximum amount of product (1.0 means a 100% yield; for example, 0.34 means a 34% yield). (1) The reactants are C[Si](C)(C)N[Si](C)(C)C.[Na].C(OP([CH2:19][C:20]#[N:21])(=O)OCC)C.[CH3:22][N:23]1[CH2:29][CH2:28][CH2:27][N:26]([C:30]2[N:35]=[C:34]([C:36]3[CH:37]=[C:38]([CH:41]=[CH:42][CH:43]=3)[CH:39]=O)[CH:33]=[N:32][CH:31]=2)[CH2:25][CH2:24]1. The catalyst is C1COCC1. The product is [CH3:22][N:23]1[CH2:29][CH2:28][CH2:27][N:26]([C:30]2[N:35]=[C:34]([C:36]3[CH:37]=[C:38](/[CH:39]=[CH:19]/[C:20]#[N:21])[CH:41]=[CH:42][CH:43]=3)[CH:33]=[N:32][CH:31]=2)[CH2:25][CH2:24]1. The yield is 0.620. (2) The product is [Cl:1][C:2]1[CH:3]=[N:4][C:5]2[N:6]([N:8]=[C:9]([C:11]([N:16]3[CH2:17][CH2:18][C:19]4[C:24](=[CH:23][CH:22]=[CH:21][CH:20]=4)[CH:15]3[CH3:14])=[O:13])[CH:10]=2)[CH:7]=1. The yield is 0.640. The reactants are [Cl:1][C:2]1[CH:3]=[N:4][C:5]2[N:6]([N:8]=[C:9]([C:11]([OH:13])=O)[CH:10]=2)[CH:7]=1.[CH3:14][CH:15]1[C:24]2[C:19](=[CH:20][CH:21]=[CH:22][CH:23]=2)[CH2:18][CH2:17][NH:16]1. No catalyst specified. (3) The reactants are [N+:1]([C:4]1[CH:9]=[CH:8][C:7]([CH2:10][CH:11]([NH2:22])[C:12]2[N:13]=[C:14]([C:17]3[S:18][CH:19]=[CH:20][CH:21]=3)[S:15][CH:16]=2)=[CH:6][CH:5]=1)([O-:3])=[O:2].[Cl:23][C:24]1[CH:25]=[C:26]([CH2:30][C:31](O)=[O:32])[CH:27]=[CH:28][CH:29]=1.ON1C2C=CC=CC=2N=N1.CN(C)CCCN=C=NCC.C(N(CC)CC)C. The catalyst is CN(C=O)C.O. The product is [Cl:23][C:24]1[CH:25]=[C:26]([CH2:30][C:31]([NH:22][C@H:11]([C:12]2[N:13]=[C:14]([C:17]3[S:18][CH:19]=[CH:20][CH:21]=3)[S:15][CH:16]=2)[CH2:10][C:7]2[CH:6]=[CH:5][C:4]([N+:1]([O-:3])=[O:2])=[CH:9][CH:8]=2)=[O:32])[CH:27]=[CH:28][CH:29]=1. The yield is 0.600.